From a dataset of Forward reaction prediction with 1.9M reactions from USPTO patents (1976-2016). Predict the product of the given reaction. Given the reactants [CH3:1][C:2]([C:4]1[CH:9]=[CH:8][CH:7]=[C:6]([O:10][CH3:11])[CH:5]=1)=[O:3].[CH3:12][Mg]I.C(OCC)C, predict the reaction product. The product is: [CH3:11][O:10][C:6]1[CH:5]=[C:4]([C:2]([OH:3])([CH3:12])[CH3:1])[CH:9]=[CH:8][CH:7]=1.